From a dataset of Forward reaction prediction with 1.9M reactions from USPTO patents (1976-2016). Predict the product of the given reaction. (1) Given the reactants [F:1][C:2]1[CH:7]=[CH:6][C:5]([C:8]2[N:9]=[C:10]3[C:15]([O:16][CH:17]([CH3:19])[CH3:18])=[N:14][CH:13]=[CH:12][N:11]3[CH:20]=2)=[CH:4][CH:3]=1.I[C:22]1[CH:27]=[CH:26][N:25]=[C:24]([S:28][CH3:29])[N:23]=1.C([O-])([O-])=O.[Cs+].[Cs+].C1C=CC(P(C2C=CC=CC=2)C2C=CC=CC=2)=CC=1, predict the reaction product. The product is: [F:1][C:2]1[CH:3]=[CH:4][C:5]([C:8]2[N:9]=[C:10]3[C:15]([O:16][CH:17]([CH3:18])[CH3:19])=[N:14][CH:13]=[CH:12][N:11]3[C:20]=2[C:22]2[CH:27]=[CH:26][N:25]=[C:24]([S:28][CH3:29])[N:23]=2)=[CH:6][CH:7]=1. (2) Given the reactants [CH2:1]([O:3][C:4](=[O:26])[CH:5]([O:23][CH2:24][CH3:25])[CH2:6][C:7]1[CH:12]=[CH:11][C:10]([O:13][CH2:14][CH2:15][C:16]2[CH:21]=[CH:20][C:19]([OH:22])=[CH:18][CH:17]=2)=[CH:9][CH:8]=1)[CH3:2].[C:27]1([N:33]=[C:34]=[O:35])[CH:32]=[CH:31][CH:30]=[CH:29][CH:28]=1.C(N(CC)CC)C, predict the reaction product. The product is: [CH2:1]([O:3][C:4](=[O:26])[CH:5]([O:23][CH2:24][CH3:25])[CH2:6][C:7]1[CH:12]=[CH:11][C:10]([O:13][CH2:14][CH2:15][C:16]2[CH:17]=[CH:18][C:19]([O:22][C:34](=[O:35])[NH:33][C:27]3[CH:32]=[CH:31][CH:30]=[CH:29][CH:28]=3)=[CH:20][CH:21]=2)=[CH:9][CH:8]=1)[CH3:2]. (3) Given the reactants C[O:2][C:3]1[CH:4]=[C:5]2[C:9](=[CH:10][CH:11]=1)[N:8]([CH3:12])[N:7]=[CH:6]2.[Al+3].[Cl-].[Cl-].[Cl-], predict the reaction product. The product is: [CH3:12][N:8]1[C:9]2[C:5](=[CH:4][C:3]([OH:2])=[CH:11][CH:10]=2)[CH:6]=[N:7]1.